From a dataset of Forward reaction prediction with 1.9M reactions from USPTO patents (1976-2016). Predict the product of the given reaction. (1) Given the reactants [PH:1](=O)([O-:9])[O:2][C:3]1C=CC=CC=1.C(O[C:14](=[O:19])[CH:15](O)[CH2:16][CH3:17])C.[CH:29]1(N=C=N[CH:29]2[CH2:34][CH2:33][CH2:32][CH2:31][CH2:30]2)[CH2:34][CH2:33][CH2:32][CH2:31][CH2:30]1.N1C=C[CH:38]=[CH:37][CH:36]=1, predict the reaction product. The product is: [CH2:3]([O:2][PH:1](=[O:9])[O:19][CH2:14][C:15]1[CH:16]=[CH:17][CH:38]=[CH:37][CH:36]=1)[C:29]1[CH:30]=[CH:31][CH:32]=[CH:33][CH:34]=1. (2) Given the reactants [Cl:1][C:2]1[CH:3]=[C:4]([CH3:29])[C:5]2[N:10]=[C:9]([C:11]3[N:15]([C:16]4[CH:21]=[CH:20][CH:19]=[CH:18][C:17]=4[Cl:22])[N:14]=[C:13]([C:23]([F:26])([F:25])[F:24])[CH:12]=3)[O:8][C:7](=[O:27])[C:6]=2[CH:28]=1.O.[NH2:31][NH2:32].O1CCCC1, predict the reaction product. The product is: [Cl:1][C:2]1[CH:3]=[C:4]([CH3:29])[C:5]([NH:10][C:9]([C:11]2[N:15]([C:16]3[CH:21]=[CH:20][CH:19]=[CH:18][C:17]=3[Cl:22])[N:14]=[C:13]([C:23]([F:26])([F:24])[F:25])[CH:12]=2)=[O:8])=[C:6]([C:7]([NH:31][NH2:32])=[O:27])[CH:28]=1.